From a dataset of Forward reaction prediction with 1.9M reactions from USPTO patents (1976-2016). Predict the product of the given reaction. (1) The product is: [CH:1]1[C:10]2[C:5](=[CH:6][CH:7]=[CH:8][CH:9]=2)[CH:4]=[CH:3][C:2]=1[CH:11]1[S:15][CH:14]([CH2:16][SH:21])[CH2:13][S:12]1. Given the reactants [CH:1]1[C:10]2[C:5](=[CH:6][CH:7]=[CH:8][CH:9]=2)[CH:4]=[CH:3][C:2]=1[CH:11]1[S:15][CH:14]([CH2:16]O)[CH2:13][S:12]1.OCC1CSC[S:21]1, predict the reaction product. (2) Given the reactants [Cl:1][CH2:2][C:3]1[C:4]([C:12]2[C:17]([Cl:18])=[CH:16][CH:15]=[CH:14][C:13]=2[Cl:19])=[N:5][O:6][C:7]=1[C:8](O)([CH3:10])[CH3:9].CCN(S(F)(F)[F:26])CC, predict the reaction product. The product is: [Cl:1][CH2:2][C:3]1[C:4]([C:12]2[C:17]([Cl:18])=[CH:16][CH:15]=[CH:14][C:13]=2[Cl:19])=[N:5][O:6][C:7]=1[C:8]([F:26])([CH3:10])[CH3:9]. (3) Given the reactants [CH3:1][C:2]1[C:10]2[C:5](=[CH:6][CH:7]=[CH:8][CH:9]=2)[C:4]([CH3:12])([CH3:11])[CH:3]=1.[C:13](Cl)(=[O:15])[CH3:14].[Cl-].[Cl-].[Cl-].[Al+3], predict the reaction product. The product is: [C:13]([C:3]1[C:4]([CH3:12])([CH3:11])[C:5]2[C:10](=[CH:9][CH:8]=[CH:7][CH:6]=2)[C:2]=1[CH3:1])(=[O:15])[CH3:14].